Dataset: Peptide-MHC class I binding affinity with 185,985 pairs from IEDB/IMGT. Task: Regression. Given a peptide amino acid sequence and an MHC pseudo amino acid sequence, predict their binding affinity value. This is MHC class I binding data. The peptide sequence is LYNSTFFSTF. The MHC is HLA-A23:01 with pseudo-sequence HLA-A23:01. The binding affinity (normalized) is 1.00.